This data is from Reaction yield outcomes from USPTO patents with 853,638 reactions. The task is: Predict the reaction yield, written as a fraction of the theoretical maximum amount of product (1.0 means a 100% yield; for example, 0.34 means a 34% yield). The reactants are [H-].[Na+].[I:3][C:4]1[CH:9]=[CH:8][C:7]([OH:10])=[CH:6][CH:5]=1.CN(C=O)C.F[C:17]1[CH:18]=[C:19]([CH:22]=[C:23]([S:25][C:26]2[N:27]([CH3:31])[CH:28]=[CH:29][N:30]=2)[CH:24]=1)[C:20]#[N:21]. The product is [I:3][C:4]1[CH:9]=[CH:8][C:7]([O:10][C:17]2[CH:18]=[C:19]([CH:22]=[C:23]([S:25][C:26]3[N:27]([CH3:31])[CH:28]=[CH:29][N:30]=3)[CH:24]=2)[C:20]#[N:21])=[CH:6][CH:5]=1. The catalyst is CCOCC.[OH-].[Na+]. The yield is 0.950.